From a dataset of Catalyst prediction with 721,799 reactions and 888 catalyst types from USPTO. Predict which catalyst facilitates the given reaction. (1) Reactant: Cl.Cl[C:3]1[N:7]([CH3:8])[N:6]=[C:5]([CH3:9])[C:4]=1[CH2:10][NH2:11].[H-].[H-].[H-].[H-].[Li+].[Al+3].O. Product: [CH3:8][N:7]1[CH:3]=[C:4]([CH2:10][NH2:11])[C:5]([CH3:9])=[N:6]1. The catalyst class is: 1. (2) Reactant: [NH2:1][CH:2]([CH2:8][C:9]1[C:14]([NH:15][C:16]([O:18][C:19]([CH3:22])([CH3:21])[CH3:20])=[O:17])=[CH:13][CH:12]=[C:11]([C:23]2[CH:28]=[CH:27][CH:26]=[CH:25][CH:24]=2)[N:10]=1)[C:3]([O:5][CH2:6][CH3:7])=[O:4].[CH2:29]([O:36][C:37](ON1C(=O)CCC1=O)=[O:38])[C:30]1[CH:35]=[CH:34][CH:33]=[CH:32][CH:31]=1. Product: [CH2:29]([O:36][C:37]([NH:1][CH:2]([CH2:8][C:9]1[C:14]([NH:15][C:16]([O:18][C:19]([CH3:22])([CH3:21])[CH3:20])=[O:17])=[CH:13][CH:12]=[C:11]([C:23]2[CH:24]=[CH:25][CH:26]=[CH:27][CH:28]=2)[N:10]=1)[C:3]([O:5][CH2:6][CH3:7])=[O:4])=[O:38])[C:30]1[CH:35]=[CH:34][CH:33]=[CH:32][CH:31]=1. The catalyst class is: 23. (3) Reactant: [NH2:1][C:2]1[C:9](Br)=[CH:8][C:5]([C:6]#[N:7])=[CH:4][C:3]=1Br.[CH:12]1(B(O)O)[CH2:14][CH2:13]1.[O-]P([O-])([O-])=O.[K+].[K+].[K+].C1(P([CH:39]2[CH2:44][CH2:43]CCC2)C2CCCCC2)CCCCC1. Product: [NH2:1][C:2]1[C:9]([CH:12]2[CH2:14][CH2:13]2)=[CH:8][C:5]([C:6]#[N:7])=[CH:4][C:3]=1[CH:43]1[CH2:44][CH2:39]1. The catalyst class is: 498. (4) Reactant: [Br:1]Br.[CH3:3][C:4]1[CH:9]=[CH:8][CH:7]=[C:6]([C:10]([F:13])([F:12])[F:11])[C:5]=1[NH2:14].C([O-])(O)=O.[Na+]. Product: [Br:1][C:8]1[CH:7]=[C:6]([C:10]([F:11])([F:12])[F:13])[C:5]([NH2:14])=[C:4]([CH3:3])[CH:9]=1. The catalyst class is: 22.